From a dataset of Reaction yield outcomes from USPTO patents with 853,638 reactions. Predict the reaction yield, written as a fraction of the theoretical maximum amount of product (1.0 means a 100% yield; for example, 0.34 means a 34% yield). (1) The reactants are [I:1][C:2]1[CH:11]=[CH:10][C:5]([C:6]([O:8][CH3:9])=[O:7])=[C:4]([N+:12]([O-])=O)[CH:3]=1. The catalyst is C(Cl)Cl.CCOC(C)=O. The product is [NH2:12][C:4]1[CH:3]=[C:2]([I:1])[CH:11]=[CH:10][C:5]=1[C:6]([O:8][CH3:9])=[O:7]. The yield is 0.900. (2) The reactants are [C:1]([C:3]1[CH:4]=[C:5]([NH:18][C:19]2[C:28]3[C:23](=[CH:24][C:25]([O:36][CH3:37])=[C:26]([O:29][CH:30]4[CH2:35][CH2:34][NH:33][CH2:32][CH2:31]4)[CH:27]=3)[N:22]=[CH:21][N:20]=2)[CH:6]=[CH:7][C:8]=1[O:9][CH2:10][C:11]1[CH:16]=[CH:15][CH:14]=[C:13]([F:17])[CH:12]=1)#[CH:2].[CH3:38][S:39](Cl)(=[O:41])=[O:40].C(N(CC)CC)C. The catalyst is C(Cl)Cl. The product is [C:1]([C:3]1[CH:4]=[C:5]([NH:18][C:19]2[C:28]3[C:23](=[CH:24][C:25]([O:36][CH3:37])=[C:26]([O:29][CH:30]4[CH2:35][CH2:34][N:33]([S:39]([CH3:38])(=[O:41])=[O:40])[CH2:32][CH2:31]4)[CH:27]=3)[N:22]=[CH:21][N:20]=2)[CH:6]=[CH:7][C:8]=1[O:9][CH2:10][C:11]1[CH:16]=[CH:15][CH:14]=[C:13]([F:17])[CH:12]=1)#[CH:2]. The yield is 0.310. (3) The reactants are F[C:2]1[CH:7]=[C:6]([N+:8]([O-:10])=[O:9])[CH:5]=[CH:4][C:3]=1[N:11]1[CH2:16][CH2:15][CH2:14][CH2:13][CH:12]1[CH2:17][OH:18].[H-].[Na+].P([O-])([O-])([O-])=O. The catalyst is C1COCC1. The product is [N+:8]([C:6]1[CH:5]=[CH:4][C:3]2[N:11]3[CH2:16][CH2:15][CH2:14][CH2:13][CH:12]3[CH2:17][O:18][C:2]=2[CH:7]=1)([O-:10])=[O:9]. The yield is 0.760. (4) The reactants are C(NC(C)C)(C)C.O1CCCC1.C([Li])CCC.[NH2:18][C:19]1[C:20]([Cl:28])=[C:21]([CH:25]=[CH:26][CH:27]=1)[C:22]([OH:24])=[O:23].[N:29]([CH2:32][CH2:33][CH2:34][CH3:35])=[C:30]=[O:31]. The catalyst is CCCCCC. The product is [CH2:32]([NH:29][C:30](=[O:31])[NH:18][C:19]1[C:20]([Cl:28])=[C:21]([CH:25]=[CH:26][CH:27]=1)[C:22]([OH:24])=[O:23])[CH2:33][CH2:34][CH3:35]. The yield is 0.0900. (5) The reactants are [CH2:1]([O:3][C:4](=[O:10])[C:5]([C:8]#[N:9])=[N:6]O)[CH3:2].C(=O)(O)[O-].[Na+].S(S([O-])=O)([O-])=O.[Na+].[Na+]. The catalyst is O. The product is [CH2:1]([O:3][C:4](=[O:10])[CH:5]([NH2:6])[C:8]#[N:9])[CH3:2]. The yield is 0.440. (6) The product is [Br:5][C:6]1[CH:7]=[C:8]([O:16][CH:24]([CH2:26][CH3:27])[CH3:25])[C:9]([CH3:15])=[C:10]([CH:14]=1)[C:11]([O:13][CH3:17])=[O:12]. The reactants are S(Cl)(Cl)=O.[Br:5][C:6]1[CH:7]=[C:8]([OH:16])[C:9]([CH3:15])=[C:10]([CH:14]=1)[C:11]([OH:13])=[O:12].[C:17](=O)([O-])[O-].[Cs+].[Cs+].I[CH:24]([CH2:26][CH3:27])[CH3:25]. The catalyst is CN(C)C=O.CCOC(C)=O.CO. The yield is 0.671. (7) The reactants are CC(OC(/N=N/C(OC(C)C)=O)=O)C.[CH2:15]([O:22][C:23](=[O:36])[NH:24][CH2:25][CH2:26][CH2:27][CH2:28][C:29]1[CH:34]=[CH:33][C:32]([OH:35])=[CH:31][CH:30]=1)[C:16]1[CH:21]=[CH:20][CH:19]=[CH:18][CH:17]=1.[C:37]([O:41][C:42](=[O:47])[NH:43][CH2:44][CH2:45]O)([CH3:40])([CH3:39])[CH3:38]. The catalyst is C1COCC1. The product is [CH2:15]([O:22][C:23](=[O:36])[NH:24][CH2:25][CH2:26][CH2:27][CH2:28][C:29]1[CH:34]=[CH:33][C:32]([O:35][CH2:45][CH2:44][NH:43][C:42]([O:41][C:37]([CH3:40])([CH3:39])[CH3:38])=[O:47])=[CH:31][CH:30]=1)[C:16]1[CH:21]=[CH:20][CH:19]=[CH:18][CH:17]=1. The yield is 0.730.